Task: Regression. Given a peptide amino acid sequence and an MHC pseudo amino acid sequence, predict their binding affinity value. This is MHC class I binding data.. Dataset: Peptide-MHC class I binding affinity with 185,985 pairs from IEDB/IMGT The peptide sequence is ATIGTAMYK. The MHC is HLA-A03:01 with pseudo-sequence HLA-A03:01. The binding affinity (normalized) is 0.412.